This data is from Forward reaction prediction with 1.9M reactions from USPTO patents (1976-2016). The task is: Predict the product of the given reaction. (1) Given the reactants [CH2:1]([C:5]1[NH:10][C:9](=[O:11])[CH:8]=[C:7]([CH3:12])[N:6]=1)[CH2:2][CH2:3][CH3:4].Br[CH2:14][C:15]1[CH:20]=[CH:19][C:18]([C:21]2[C:22]([C:27]#[N:28])=[CH:23][CH:24]=[CH:25][CH:26]=2)=[CH:17][CH:16]=1.C(=O)([O-])[O-].[Cs+].[Cs+], predict the reaction product. The product is: [CH2:1]([C:5]1[N:10]([CH2:14][C:15]2[CH:16]=[CH:17][C:18]([C:21]3[C:22]([C:27]#[N:28])=[CH:23][CH:24]=[CH:25][CH:26]=3)=[CH:19][CH:20]=2)[C:9](=[O:11])[CH:8]=[C:7]([CH3:12])[N:6]=1)[CH2:2][CH2:3][CH3:4]. (2) Given the reactants Br[C:2]([CH3:4])=[CH2:3].[Li]C(C)(C)C.[CH2:10]([O:17][C:18]([NH:20][C@@H:21]([CH2:28][C:29]1[CH:34]=[CH:33][C:32]([CH2:35][NH:36][C:37]([O:39][C:40]([CH3:43])([CH3:42])[CH3:41])=[O:38])=[CH:31][CH:30]=1)[C:22](N(OC)C)=[O:23])=[O:19])[C:11]1[CH:16]=[CH:15][CH:14]=[CH:13][CH:12]=1.CCOC(C)=O, predict the reaction product. The product is: [C:40]([O:39][C:37]([NH:36][CH2:35][C:32]1[CH:33]=[CH:34][C:29]([CH2:28][C@H:21]([NH:20][C:18](=[O:19])[O:17][CH2:10][C:11]2[CH:16]=[CH:15][CH:14]=[CH:13][CH:12]=2)[C:22](=[O:23])[C:2]([CH3:4])=[CH2:3])=[CH:30][CH:31]=1)=[O:38])([CH3:43])([CH3:42])[CH3:41]. (3) Given the reactants [C:1]1(=[C:8]([C:20]2[CH:25]=[CH:24][C:23]([OH:26])=[CH:22][CH:21]=2)[C:9]2[CH:14]=[CH:13][C:12](/[CH:15]=[CH:16]/[C:17](O)=[O:18])=[CH:11][CH:10]=2)[CH2:7][CH2:6][CH2:5][CH2:4][CH2:3][CH2:2]1.C(Cl)[Cl:28].C(Cl)(=O)C(Cl)=O, predict the reaction product. The product is: [C:1]1(=[C:8]([C:20]2[CH:25]=[CH:24][C:23]([OH:26])=[CH:22][CH:21]=2)[C:9]2[CH:14]=[CH:13][C:12](/[CH:15]=[CH:16]/[C:17]([Cl:28])=[O:18])=[CH:11][CH:10]=2)[CH2:7][CH2:6][CH2:5][CH2:4][CH2:3][CH2:2]1. (4) The product is: [CH3:1][C:2]1[CH:7]=[C:6]([NH:8][C:9]([C:11]2[C:16]([NH:17][C:18]3[CH:19]=[N:20][CH:21]=[C:22]([C:29]#[N:30])[CH:23]=3)=[CH:15][CH:14]=[C:13]([CH3:24])[N:12]=2)=[O:10])[CH:5]=[CH:4][N:3]=1. Given the reactants [CH3:1][C:2]1[CH:7]=[C:6]([NH:8][C:9]([C:11]2[C:16]([NH:17][C:18]3[CH:19]=[N:20][CH:21]=[CH:22][CH:23]=3)=[CH:15][CH:14]=[C:13]([CH3:24])[N:12]=2)=[O:10])[CH:5]=[CH:4][N:3]=1.BrC1C=C(C#N)[CH:29]=[N:30]C=1, predict the reaction product. (5) Given the reactants [Cl:1][C:2]1[CH:7]=[CH:6][C:5]([C:8]2([OH:35])[CH2:13][CH2:12][N:11]([CH2:14][CH2:15][CH:16]=[C:17]3[C:23]4[CH:24]=[CH:25][CH:26]=[CH:27][C:22]=4[CH2:21][O:20][C:19]4[CH:28]=[CH:29][C:30]([N+:32]([O-])=O)=[CH:31][C:18]3=4)[CH2:10][CH2:9]2)=[CH:4][CH:3]=1.[Sn](Cl)Cl, predict the reaction product. The product is: [NH2:32][C:30]1[CH:29]=[CH:28][C:19]2[O:20][CH2:21][C:22]3[CH:27]=[CH:26][CH:25]=[CH:24][C:23]=3[C:17](=[CH:16][CH2:15][CH2:14][N:11]3[CH2:10][CH2:9][C:8]([C:5]4[CH:6]=[CH:7][C:2]([Cl:1])=[CH:3][CH:4]=4)([OH:35])[CH2:13][CH2:12]3)[C:18]=2[CH:31]=1.